Task: Predict the product of the given reaction.. Dataset: Forward reaction prediction with 1.9M reactions from USPTO patents (1976-2016) Given the reactants [CH3:1][CH:2]([CH3:15])[C:3]([NH:5][C:6]1[C:7]2[N:14]=[N:13][NH:12][C:8]=2[N:9]=[CH:10][N:11]=1)=[O:4].[H-].[Na+].[CH3:18][Si:19]([CH3:26])([CH3:25])[CH2:20][CH2:21][O:22][CH2:23]Cl, predict the reaction product. The product is: [CH3:18][Si:19]([CH3:26])([CH3:25])[CH2:20][CH2:21][O:22][CH2:23][N:5]([C:6]1[C:7]2[N:14]=[N:13][N:12]([CH2:23][O:22][CH2:21][CH2:20][Si:19]([CH3:26])([CH3:25])[CH3:18])[C:8]=2[N:9]=[CH:10][N:11]=1)[C:3](=[O:4])[CH:2]([CH3:15])[CH3:1].